The task is: Predict the reaction yield, written as a fraction of the theoretical maximum amount of product (1.0 means a 100% yield; for example, 0.34 means a 34% yield).. This data is from Reaction yield outcomes from USPTO patents with 853,638 reactions. (1) The reactants are [CH2:1]([O:8][C:9]1[C:16]([CH3:17])=[CH:15][C:12]([CH:13]=[O:14])=[C:11]([CH3:18])[CH:10]=1)[C:2]1[CH:7]=[CH:6][CH:5]=[CH:4][CH:3]=1.[BH4-].[Na+].C(O)C.Cl. The catalyst is C(OCC)C. The product is [CH2:1]([O:8][C:9]1[C:16]([CH3:17])=[CH:15][C:12]([CH2:13][OH:14])=[C:11]([CH3:18])[CH:10]=1)[C:2]1[CH:7]=[CH:6][CH:5]=[CH:4][CH:3]=1. The yield is 0.990. (2) The reactants are Cl.[NH2:2][C@@H:3]([CH2:12][CH:13]([CH3:15])[CH3:14])[C:4]([NH:6][CH2:7][C:8]([O:10][CH3:11])=[O:9])=[O:5].[C:16]([O:20][C:21]([NH:23][CH2:24][CH2:25][CH2:26][CH2:27][CH2:28][C:29](O)=[O:30])=[O:22])([CH3:19])([CH3:18])[CH3:17].CN(C(ON1N=NC2C=CC=NC1=2)=[N+](C)C)C.F[P-](F)(F)(F)(F)F.CCN(C(C)C)C(C)C. The catalyst is C1COCC1. The product is [CH2:12]([C@@H:3]([C:4](=[O:5])[NH:6][CH2:7][C:8]([O:10][CH3:11])=[O:9])[NH:2][C:29](=[O:30])[CH2:28][CH2:27][CH2:26][CH2:25][CH2:24][NH:23][C:21](=[O:22])[O:20][C:16]([CH3:17])([CH3:18])[CH3:19])[CH:13]([CH3:15])[CH3:14]. The yield is 0.570.